This data is from Forward reaction prediction with 1.9M reactions from USPTO patents (1976-2016). The task is: Predict the product of the given reaction. (1) Given the reactants CO[C:3](=[O:31])[C:4]1[CH:9]=[CH:8][C:7]([N:10]2[CH:14]=[C:13]([C:15]3[C:16]([C:24]4[CH:29]=[CH:28][C:27]([F:30])=[CH:26][CH:25]=4)=[N:17][O:18][C:19]=3[C:20]([F:23])([F:22])[F:21])[N:12]=[CH:11]2)=[N:6][CH:5]=1.[NH2:32][CH:33]1[CH2:38][CH2:37][O:36][CH2:35][CH2:34]1, predict the reaction product. The product is: [F:30][C:27]1[CH:26]=[CH:25][C:24]([C:16]2[C:15]([C:13]3[N:12]=[CH:11][N:10]([C:7]4[CH:8]=[CH:9][C:4]([C:3]([NH:32][CH:33]5[CH2:38][CH2:37][O:36][CH2:35][CH2:34]5)=[O:31])=[CH:5][N:6]=4)[CH:14]=3)=[C:19]([C:20]([F:22])([F:21])[F:23])[O:18][N:17]=2)=[CH:29][CH:28]=1. (2) Given the reactants [OH:1]OS([O-])=O.[K+].[CH3:7][S:8][C:9]1[CH:14]=[CH:13][C:12]([C:15]([CH:27]2[CH2:31][CH2:30][CH2:29][CH2:28]2)([CH3:26])[C:16]([O:18][CH:19]2[CH2:24][CH2:23][N:22]([CH3:25])[CH2:21][CH2:20]2)=[O:17])=[CH:11][CH:10]=1.[OH2:32], predict the reaction product. The product is: [CH3:7][S:8]([C:9]1[CH:14]=[CH:13][C:12]([C:15]([CH:27]2[CH2:31][CH2:30][CH2:29][CH2:28]2)([CH3:26])[C:16]([O:18][CH:19]2[CH2:24][CH2:23][N:22]([CH3:25])[CH2:21][CH2:20]2)=[O:17])=[CH:11][CH:10]=1)(=[O:1])=[O:32]. (3) Given the reactants [CH3:1][O:2][C:3](=[O:14])[C@H:4]([C:7]([O:9][C:10]([CH3:13])([CH3:12])[CH3:11])=[O:8])[CH2:5]I.I[C:16]1[CH:21]=[CH:20][N:19]=[C:18]([C:22]([F:25])([F:24])[F:23])[CH:17]=1, predict the reaction product. The product is: [CH3:1][O:2][C:3](=[O:14])[C@@H:4]([C:7]([O:9][C:10]([CH3:13])([CH3:12])[CH3:11])=[O:8])[CH2:5][C:16]1[CH:21]=[CH:20][N:19]=[C:18]([C:22]([F:25])([F:24])[F:23])[CH:17]=1. (4) Given the reactants B(F)(F)F.CCOCC.[N@:10]1([C:17]([O:19][CH2:20][C:21]2[CH:26]=[CH:25][CH:24]=[CH:23][CH:22]=2)=[O:18])[CH2:12][CH:11]1[C:13]([O:15][CH3:16])=[O:14].[OH:27][CH2:28][CH2:29][N:30]([CH3:38])[C:31](=[O:37])[O:32][C:33]([CH3:36])([CH3:35])[CH3:34], predict the reaction product. The product is: [CH2:20]([O:19][C:17]([NH:10][C@@H:11]([CH2:12][O:27][CH2:28][CH2:29][N:30]([C:31]([O:32][C:33]([CH3:36])([CH3:35])[CH3:34])=[O:37])[CH3:38])[C:13]([O:15][CH3:16])=[O:14])=[O:18])[C:21]1[CH:22]=[CH:23][CH:24]=[CH:25][CH:26]=1. (5) Given the reactants [CH3:1][O:2][C:3](=[O:35])[CH2:4][C:5]1[CH:6]=[C:7]([C:13]2[CH:18]=[CH:17][C:16]([C:19]([F:22])([F:21])[F:20])=[CH:15][C:14]=2[CH2:23][NH:24][C@@H:25]2[C:33]3[C:28](=[CH:29][CH:30]=[CH:31][CH:32]=3)[CH2:27][C@@H:26]2[OH:34])[C:8]([O:11][CH3:12])=[CH:9][CH:10]=1.[C:36](Cl)(=[O:38])[CH3:37], predict the reaction product. The product is: [CH3:1][O:2][C:3](=[O:35])[CH2:4][C:5]1[CH:6]=[C:7]([C:13]2[CH:18]=[CH:17][C:16]([C:19]([F:22])([F:20])[F:21])=[CH:15][C:14]=2[CH2:23][N:24]([C:36](=[O:38])[CH3:37])[C@@H:25]2[C:33]3[C:28](=[CH:29][CH:30]=[CH:31][CH:32]=3)[CH2:27][C@@H:26]2[OH:34])[C:8]([O:11][CH3:12])=[CH:9][CH:10]=1. (6) Given the reactants [F:1][C:2]1[CH:7]=[CH:6][C:5]([C:8]2[N:13]=[C:12]3[N:14]=[C:15]([C:18](OCC)=[O:19])[N:16]([CH3:17])[C:11]3=[C:10]([C:23]3[CH:28]=[CH:27][C:26]([F:29])=[CH:25][CH:24]=3)[C:9]=2[C:30]2[CH:35]=[CH:34][N:33]=[CH:32][CH:31]=2)=[CH:4][CH:3]=1.[NH:36]1[CH2:41][CH2:40][O:39][CH2:38][CH2:37]1, predict the reaction product. The product is: [F:1][C:2]1[CH:7]=[CH:6][C:5]([C:8]2[N:13]=[C:12]3[N:14]=[C:15]([C:18]([N:36]4[CH2:41][CH2:40][O:39][CH2:38][CH2:37]4)=[O:19])[N:16]([CH3:17])[C:11]3=[C:10]([C:23]3[CH:28]=[CH:27][C:26]([F:29])=[CH:25][CH:24]=3)[C:9]=2[C:30]2[CH:35]=[CH:34][N:33]=[CH:32][CH:31]=2)=[CH:4][CH:3]=1. (7) Given the reactants [C:1]([N:4]1[C:13]2[C:8](=[CH:9][C:10]([C:14]3[CH:15]=[N:16][N:17]([CH:19]4[CH2:22][N:21](C(OC(C)(C)C)=O)[CH2:20]4)[CH:18]=3)=[CH:11][CH:12]=2)[N:7]([C:30]([O-:32])=O)[CH2:6][C@@H:5]1[CH3:33])(=[O:3])[CH3:2].F[C:35]([F:40])([F:39])[C:36](O)=O.[C:41](=[O:44])([O-])[O-].[K+].[K+].Cl[CH2:48]Cl, predict the reaction product. The product is: [C:1]([N:4]1[C:13]2[C:8](=[CH:9][C:10]([C:14]3[CH:15]=[N:16][N:17]([CH:19]4[CH2:22][NH:21][CH2:20]4)[CH:18]=3)=[CH:11][CH:12]=2)[N:7]([C:30]([O:44][CH:41]2[CH2:48][C:35]([F:40])([F:39])[CH2:36]2)=[O:32])[CH2:6][C@@H:5]1[CH3:33])(=[O:3])[CH3:2]. (8) Given the reactants [OH:1][CH2:2][CH2:3][N:4]([CH2:17][C:18]([F:21])([F:20])[F:19])[C:5]1[CH:12]=[CH:11][C:8]([C:9]#[N:10])=[C:7]([C:13]([F:16])([F:15])[F:14])[CH:6]=1.O[C:23]1[CH:28]=[CH:27][C:26]([CH2:29][C:30](=[O:32])[CH3:31])=[CH:25][CH:24]=1, predict the reaction product. The product is: [O:32]=[C:30]([CH3:31])[CH2:29][C:26]1[CH:27]=[CH:28][C:23]([O:1][CH2:2][CH2:3][N:4]([CH2:17][C:18]([F:19])([F:20])[F:21])[C:5]2[CH:12]=[CH:11][C:8]([C:9]#[N:10])=[C:7]([C:13]([F:15])([F:16])[F:14])[CH:6]=2)=[CH:24][CH:25]=1.